From a dataset of Full USPTO retrosynthesis dataset with 1.9M reactions from patents (1976-2016). Predict the reactants needed to synthesize the given product. (1) Given the product [F:76][C:70]1[C:71]([F:75])=[CH:72][CH:73]=[CH:74][C:69]=1[CH2:68][S:67][C:61]1[N:60]=[C:59]([NH:17][S:13]([N:8]2[CH2:7][CH2:6][N:5]([CH2:4][C:3]([N:2]([CH3:12])[CH3:1])=[O:11])[CH2:10][CH2:9]2)(=[O:15])=[O:14])[CH:64]=[C:63]([O:65][CH3:66])[N:62]=1, predict the reactants needed to synthesize it. The reactants are: [CH3:1][N:2]([CH3:12])[C:3](=[O:11])[CH2:4][N:5]1[CH2:10][CH2:9][NH:8][CH2:7][CH2:6]1.[S:13]([NH2:17])(N)(=[O:15])=[O:14].C1(P(C2CCCCC2)C2C=CC=CC=2C2C(C(C)C)=CC(C(C)C)=CC=2C(C)C)CCCCC1.C(=O)([O-])[O-].[Cs+].[Cs+].Cl[C:59]1[CH:64]=[C:63]([O:65][CH3:66])[N:62]=[C:61]([S:67][CH2:68][C:69]2[CH:74]=[CH:73][CH:72]=[C:71]([F:75])[C:70]=2[F:76])[N:60]=1. (2) Given the product [CH3:31][O:1][C:2]1[CH:7]=[C:6]([CH3:8])[N:5]([CH3:9])[C:4](=[O:10])[C:3]=1[C:11](=[O:26])[CH:12]=[CH:13][C:14]1[CH:19]=[CH:18][CH:17]=[C:16]([O:20][CH2:21][C:22]([O:24][CH3:25])=[O:23])[CH:15]=1, predict the reactants needed to synthesize it. The reactants are: [OH:1][C:2]1[CH:7]=[C:6]([CH3:8])[N:5]([CH3:9])[C:4](=[O:10])[C:3]=1[C:11](=[O:26])[CH:12]=[CH:13][C:14]1[CH:19]=[CH:18][CH:17]=[C:16]([O:20][CH2:21][C:22]([O:24][CH3:25])=[O:23])[CH:15]=1.S(OC)(O[CH3:31])(=O)=O. (3) Given the product [F:1][C:2]1[CH:3]=[CH:4][C:5]([C:8]([C:12]2[CH:13]=[CH:14][C:15]([F:18])=[CH:16][CH:17]=2)=[CH:9][CH3:10])=[CH:6][CH:7]=1, predict the reactants needed to synthesize it. The reactants are: [F:1][C:2]1[CH:7]=[CH:6][C:5]([C:8]([C:12]2[CH:17]=[CH:16][C:15]([F:18])=[CH:14][CH:13]=2)(O)[CH2:9][CH3:10])=[CH:4][CH:3]=1.O.C1(C)C=CC(S(O)(=O)=O)=CC=1. (4) Given the product [N:45]12[CH2:52][CH2:51][CH:48]([CH2:49][CH2:50]1)[C@@H:47]([O:26][C:25](=[O:27])[CH:24]([C:20]1[CH:21]=[CH:22][CH:23]=[C:18]([F:17])[CH:19]=1)[NH:28][C:29]1[CH:34]=[CH:33][CH:32]=[CH:31][CH:30]=1)[CH2:46]2, predict the reactants needed to synthesize it. The reactants are: C1CCC(N=C=NC2CCCCC2)CC1.Cl.[F:17][C:18]1[CH:19]=[C:20]([CH:24]([NH:28][C:29]2[CH:34]=[CH:33][CH:32]=[CH:31][CH:30]=2)[C:25]([OH:27])=[O:26])[CH:21]=[CH:22][CH:23]=1.C1C=CC2N(O)N=NC=2C=1.[N:45]12[CH2:52][CH2:51][CH:48]([CH2:49][CH2:50]1)[C@@H:47](O)[CH2:46]2.